Dataset: Catalyst prediction with 721,799 reactions and 888 catalyst types from USPTO. Task: Predict which catalyst facilitates the given reaction. Reactant: [CH3:1][N:2]([CH3:29])[S:3]([N:6]1[CH2:11][CH2:10][N:9]([C:12]2[N:17]=[C:16]([CH:18]([O:20]CC3C=CC=CC=3)[CH3:19])[N:15]=[C:14](Cl)[N:13]=2)[CH2:8][CH2:7]1)(=[O:5])=[O:4].Cl.C([O-])=O.[NH4+]. Product: [CH3:29][N:2]([CH3:1])[S:3]([N:6]1[CH2:11][CH2:10][N:9]([C:12]2[N:17]=[C:16]([CH:18]([OH:20])[CH3:19])[N:15]=[CH:14][N:13]=2)[CH2:8][CH2:7]1)(=[O:5])=[O:4]. The catalyst class is: 32.